This data is from Full USPTO retrosynthesis dataset with 1.9M reactions from patents (1976-2016). The task is: Predict the reactants needed to synthesize the given product. (1) Given the product [C:28]([C:27]1[CH:26]=[CH:25][C:24]([CH:7]2[N:8]([CH2:39][C:40]3[O:44][C:43]([C:45]([O:47][CH3:48])=[O:46])=[CH:42][CH:41]=3)[C:9](=[O:23])[N:10]([C:13]3[CH:18]=[CH:17][CH:16]=[C:15]([C:19]([F:22])([F:20])[F:21])[CH:14]=3)[C:11]([CH3:12])=[C:6]2[C:4]([CH:1]2[CH2:3][CH2:2]2)=[O:5])=[CH:31][CH:30]=1)#[N:29], predict the reactants needed to synthesize it. The reactants are: [CH:1]1([C:4]([C:6]2[CH:7]([C:24]3[CH:31]=[CH:30][C:27]([C:28]#[N:29])=[CH:26][CH:25]=3)[NH:8][C:9](=[O:23])[N:10]([C:13]3[CH:18]=[CH:17][CH:16]=[C:15]([C:19]([F:22])([F:21])[F:20])[CH:14]=3)[C:11]=2[CH3:12])=[O:5])[CH2:3][CH2:2]1.C(=O)([O-])[O-].[K+].[K+].Cl[CH2:39][C:40]1[O:44][C:43]([C:45]([O:47][CH3:48])=[O:46])=[CH:42][CH:41]=1. (2) The reactants are: [O:1]1[C:5]2=[C:6]([NH2:10])[N:7]=[CH:8][CH:9]=[C:4]2[CH:3]=[CH:2]1.[C:11](O[C:11]([O:13][C:14]([CH3:17])([CH3:16])[CH3:15])=[O:12])([O:13][C:14]([CH3:17])([CH3:16])[CH3:15])=[O:12].[OH2:26]. Given the product [O:1]1[C:5]2=[C:6]([N:10]([C:11]([O:13][C:14]([CH3:17])([CH3:16])[CH3:15])=[O:12])[C:11]([O:13][C:14]([CH3:17])([CH3:16])[CH3:15])=[O:26])[N:7]=[CH:8][CH:9]=[C:4]2[CH:3]=[CH:2]1, predict the reactants needed to synthesize it. (3) Given the product [O:27]=[C:25]([C:20]1[S:21][C:22]([CH3:24])=[C:23]2[C:19]=1[CH2:18][C@H:17]1[C:15]([CH3:28])([CH3:14])[C@H:16]12)[CH:26]=[CH:1][C:3]1[CH:8]=[CH:7][C:6]([CH2:9][CH2:10][C:11]([OH:13])=[O:12])=[CH:5][CH:4]=1, predict the reactants needed to synthesize it. The reactants are: [CH:1]([C:3]1[CH:8]=[CH:7][C:6]([CH2:9][CH2:10][C:11]([OH:13])=[O:12])=[CH:5][CH:4]=1)=O.[CH3:14][C:15]1([CH3:28])[C@@H:17]2[CH2:18][C:19]3[C:23]([C@H:16]12)=[C:22]([CH3:24])[S:21][C:20]=3[C:25](=[O:27])[CH3:26].[OH-].[K+].Cl.